The task is: Regression. Given a peptide amino acid sequence and an MHC pseudo amino acid sequence, predict their binding affinity value. This is MHC class I binding data.. This data is from Peptide-MHC class I binding affinity with 185,985 pairs from IEDB/IMGT. (1) The MHC is HLA-B54:01 with pseudo-sequence HLA-B54:01. The binding affinity (normalized) is 0.0567. The peptide sequence is DPTFQLLNMI. (2) The peptide sequence is IISLFYTFAI. The MHC is HLA-A02:01 with pseudo-sequence HLA-A02:01. The binding affinity (normalized) is 0.476. (3) The peptide sequence is RSLFNTIAVLY. The MHC is HLA-B08:03 with pseudo-sequence HLA-B08:03. The binding affinity (normalized) is 0.0847. (4) The peptide sequence is LLYQTFGRK. The MHC is HLA-A02:03 with pseudo-sequence HLA-A02:03. The binding affinity (normalized) is 0.219. (5) The peptide sequence is YMMDGNECP. The MHC is HLA-B46:01 with pseudo-sequence HLA-B46:01. The binding affinity (normalized) is 0.0847. (6) The peptide sequence is IALALEQYGI. The MHC is HLA-A02:03 with pseudo-sequence HLA-A02:03. The binding affinity (normalized) is 0.214. (7) The peptide sequence is LLKDLMPFV. The MHC is HLA-A02:06 with pseudo-sequence HLA-A02:06. The binding affinity (normalized) is 0.903.